Task: Predict the reaction yield, written as a fraction of the theoretical maximum amount of product (1.0 means a 100% yield; for example, 0.34 means a 34% yield).. Dataset: Reaction yield outcomes from USPTO patents with 853,638 reactions (1) The reactants are [OH:1][C:2]1[CH:9]=[CH:8][C:5]([CH2:6][OH:7])=[CH:4][CH:3]=1.C(=O)([O-])[O-].[K+].[K+].Cl[CH2:17][C:18](=[O:20])[CH3:19]. The catalyst is CC(C)=O. The product is [OH:7][CH2:6][C:5]1[CH:8]=[CH:9][C:2]([O:1][CH2:17][C:18](=[O:20])[CH3:19])=[CH:3][CH:4]=1. The yield is 0.980. (2) The reactants are [NH2:1][C:2]1[CH:7]=[CH:6][C:5]([C:8]2[N:9]([CH2:21][CH3:22])[C:10]3[C:15]([C:16]=2[C:17]#[N:18])=[CH:14][CH:13]=[C:12]([O:19][CH3:20])[CH:11]=3)=[CH:4][CH:3]=1.C(N(CC)CC)C.[C:30](Cl)(=[O:32])[CH3:31]. The catalyst is C1COCC1.O. The product is [C:17]([C:16]1[C:15]2[C:10](=[CH:11][C:12]([O:19][CH3:20])=[CH:13][CH:14]=2)[N:9]([CH2:21][CH3:22])[C:8]=1[C:5]1[CH:4]=[CH:3][C:2]([NH:1][C:30](=[O:32])[CH3:31])=[CH:7][CH:6]=1)#[N:18]. The yield is 0.710. (3) The reactants are [CH2:1]([O:8][C:9]1[CH:14]=[CH:13][C:12]([OH:15])=[C:11]([N+:16]([O-:18])=[O:17])[CH:10]=1)[C:2]1[CH:7]=[CH:6][CH:5]=[CH:4][CH:3]=1.[C:19]([O-])([O-])=O.[K+].[K+].CI. The catalyst is CN(C=O)C.O. The product is [CH2:1]([O:8][C:9]1[CH:14]=[CH:13][C:12]([O:15][CH3:19])=[C:11]([N+:16]([O-:18])=[O:17])[CH:10]=1)[C:2]1[CH:3]=[CH:4][CH:5]=[CH:6][CH:7]=1. The yield is 0.990.